From a dataset of Forward reaction prediction with 1.9M reactions from USPTO patents (1976-2016). Predict the product of the given reaction. (1) Given the reactants [O:1]1[CH2:6]COC[CH2:2]1.O.C(=O)([O-])[O-].[Cs+].[Cs+].C1(P(C2CCCCC2)C2C=[CH:25][CH:24]=[CH:23][C:22]=2[C:27]2[C:32](OC)=[CH:31][CH:30]=[CH:29][C:28]=2OC)CCCCC1, predict the reaction product. The product is: [CH2:2]1[C:24]2[CH:25]=[C:28]3[C:27](=[CH:22][C:23]=2[CH2:6][O:1]1)[CH:32]=[CH:31][CH:30]=[CH:29]3. (2) Given the reactants [C:1]([C:3]1[C:4]([N:16]2[CH2:19][CH:18]([C:20](O)=[O:21])[CH2:17]2)=[N:5][C:6]([CH3:15])=[C:7]([C:9]([O:11][CH:12]([CH3:14])[CH3:13])=[O:10])[CH:8]=1)#[N:2].CCN(C(C)C)C(C)C.CN(C(ON1N=NC2C=CC=CC1=2)=[N+](C)C)C.[B-](F)(F)(F)F.C(Cl)Cl.[F:57][C:58]([F:70])([F:69])[C:59]1[CH:64]=[CH:63][C:62]([S:65]([NH2:68])(=[O:67])=[O:66])=[CH:61][CH:60]=1.OS([O-])(=O)=O.[Na+], predict the reaction product. The product is: [C:1]([C:3]1[C:4]([N:16]2[CH2:17][CH:18]([C:20]([NH:68][S:65]([C:62]3[CH:61]=[CH:60][C:59]([C:58]([F:57])([F:70])[F:69])=[CH:64][CH:63]=3)(=[O:66])=[O:67])=[O:21])[CH2:19]2)=[N:5][C:6]([CH3:15])=[C:7]([CH:8]=1)[C:9]([O:11][CH:12]([CH3:13])[CH3:14])=[O:10])#[N:2]. (3) Given the reactants [F:1][C:2]1[CH:3]=[C:4]([N:36]2[C:41](=[O:42])[C:40]3[S:43][C:44]4[CH2:49][CH2:48][CH2:47][CH2:46][C:45]=4[C:39]=3[CH:38]=[N:37]2)[C:5]([CH2:31][O:32]C(=O)C)=[C:6]([C:8]2[CH:9]=[C:10]([NH:16][C:17]3[N:22]=[C:21]([NH:23][CH2:24][CH2:25][NH:26][C:27](=[O:30])[CH:28]=[CH2:29])[CH:20]=[CH:19][CH:18]=3)[C:11](=[O:15])[N:12]([CH3:14])[CH:13]=2)[CH:7]=1.O[Li].O, predict the reaction product. The product is: [F:1][C:2]1[CH:3]=[C:4]([N:36]2[C:41](=[O:42])[C:40]3[S:43][C:44]4[CH2:49][CH2:48][CH2:47][CH2:46][C:45]=4[C:39]=3[CH:38]=[N:37]2)[C:5]([CH2:31][OH:32])=[C:6]([C:8]2[CH:9]=[C:10]([NH:16][C:17]3[N:22]=[C:21]([NH:23][CH2:24][CH2:25][NH:26][C:27](=[O:30])[CH:28]=[CH2:29])[CH:20]=[CH:19][CH:18]=3)[C:11](=[O:15])[N:12]([CH3:14])[CH:13]=2)[CH:7]=1. (4) Given the reactants [Br:1][C:2]1[CH:3]=[C:4]([CH:8]=[C:9]([Cl:11])[CH:10]=1)[C:5](O)=[O:6].[N:12]1C=CC=CC=1.CC(OC(OC(OC(C)(C)C)=O)=O)(C)C, predict the reaction product. The product is: [Br:1][C:2]1[CH:3]=[C:4]([CH:8]=[C:9]([Cl:11])[CH:10]=1)[C:5]([NH2:12])=[O:6]. (5) Given the reactants Cl.[C:2]([C:4]1([NH:7][C:8]([C@@H:10]2[CH2:14][C@@H:13]([S:15]([C:18]3[CH:23]=[CH:22][CH:21]=[CH:20][C:19]=3[Cl:24])(=[O:17])=[O:16])[CH2:12][NH:11]2)=[O:9])[CH2:6][CH2:5]1)#[N:3].Cl[C:26]([O:28][CH3:29])=[O:27], predict the reaction product. The product is: [CH3:29][O:28][C:26]([N:11]1[CH2:12][C@H:13]([S:15]([C:18]2[CH:23]=[CH:22][CH:21]=[CH:20][C:19]=2[Cl:24])(=[O:17])=[O:16])[CH2:14][C@H:10]1[C:8](=[O:9])[NH:7][C:4]1([C:2]#[N:3])[CH2:6][CH2:5]1)=[O:27]. (6) Given the reactants [Cl:1][C:2]1[CH:3]=[N:4][CH:5]=[C:6]([Cl:28])[C:7]=1[NH:8][C:9]1[N:13]([CH3:14])[C:12]2[C:15]3[CH2:16][C:17]([CH3:27])([CH3:26])[O:18][C:19]=3[C:20]([C:22]([O:24]C)=O)=[CH:21][C:11]=2[N:10]=1.[F:29][C:30]1[CH:36]=[CH:35][C:34]([C:37]([F:40])([F:39])[F:38])=[CH:33][C:31]=1[NH2:32].C[Al](C)C, predict the reaction product. The product is: [Cl:28][C:6]1[CH:5]=[N:4][CH:3]=[C:2]([Cl:1])[C:7]=1[NH:8][C:9]1[N:13]([CH3:14])[C:12]2[C:15]3[CH2:16][C:17]([CH3:27])([CH3:26])[O:18][C:19]=3[C:20]([C:22]([NH:32][C:31]3[CH:33]=[C:34]([C:37]([F:38])([F:39])[F:40])[CH:35]=[CH:36][C:30]=3[F:29])=[O:24])=[CH:21][C:11]=2[N:10]=1. (7) The product is: [N:27]1[CH:32]=[CH:31][CH:30]=[C:29]([C:2]2[CH:3]=[C:4]3[C:10]([CH:11]=[O:12])=[N:9][N:8]([CH:13]4[CH2:18][CH2:17][CH2:16][CH2:15][O:14]4)[C:5]3=[N:6][CH:7]=2)[CH:28]=1. Given the reactants Br[C:2]1[CH:3]=[C:4]2[C:10]([CH:11]=[O:12])=[N:9][N:8]([CH:13]3[CH2:18][CH2:17][CH2:16][CH2:15][O:14]3)[C:5]2=[N:6][CH:7]=1.[O-]P([O-])([O-])=O.[K+].[K+].[K+].[N:27]1[CH:32]=[CH:31][CH:30]=[C:29](B(O)O)[CH:28]=1, predict the reaction product. (8) Given the reactants [F:1][C:2]1[CH:7]=[CH:6][CH:5]=[C:4]([F:8])[C:3]=1[N:9]1[C:14]2[N:15]=[C:16](S(C)=O)[N:17]=[C:18]([C:19]3[CH:20]=[C:21]([CH:28]=[CH:29][C:30]=3[CH3:31])[C:22]([NH:24][CH:25]([CH3:27])[CH3:26])=[O:23])[C:13]=2[CH2:12][NH:11][C:10]1=[O:35].[CH3:36][N:37]1[CH2:42][CH2:41][CH:40]([NH2:43])[CH2:39][CH2:38]1, predict the reaction product. The product is: [F:1][C:2]1[CH:7]=[CH:6][CH:5]=[C:4]([F:8])[C:3]=1[N:9]1[C:14]2[N:15]=[C:16]([NH:43][CH:40]3[CH2:41][CH2:42][N:37]([CH3:36])[CH2:38][CH2:39]3)[N:17]=[C:18]([C:19]3[CH:20]=[C:21]([CH:28]=[CH:29][C:30]=3[CH3:31])[C:22]([NH:24][CH:25]([CH3:27])[CH3:26])=[O:23])[C:13]=2[CH2:12][NH:11][C:10]1=[O:35]. (9) Given the reactants [CH3:1][NH:2][NH:3][C:4]([C:6]1[C:11]([CH3:12])=[CH:10][CH:9]=[CH:8][N:7]=1)=[NH:5].[CH3:13][O:14][C:15]1[CH:22]=[CH:21][C:18]([CH:19]=O)=[C:17]([OH:23])[CH:16]=1, predict the reaction product. The product is: [CH3:13][O:14][C:15]1[CH:22]=[CH:21][C:18]([C:19]2[N:2]([CH3:1])[N:3]=[C:4]([C:6]3[C:11]([CH3:12])=[CH:10][CH:9]=[CH:8][N:7]=3)[N:5]=2)=[C:17]([OH:23])[CH:16]=1. (10) Given the reactants [OH-].[Na+].C([O:6][CH2:7][C:8]([CH3:53])([CH3:52])[CH2:9][N:10]1[C:16]2[CH:17]=[CH:18][C:19]([Cl:21])=[CH:20][C:15]=2[C@@H:14]([C:22]2[CH:27]=[CH:26][CH:25]=[C:24]([O:28][CH3:29])[C:23]=2[O:30][CH3:31])[O:13][C@H:12]([CH2:32][C:33]2[N:37]([CH2:38][CH2:39][CH2:40][C:41]([O:43]CC)=[O:42])[N:36]=[CH:35][C:34]=2[C:46]([O:48]CC)=[O:47])[C:11]1=[O:51])(=O)C.Cl, predict the reaction product. The product is: [C:41]([CH2:40][CH2:39][CH2:38][N:37]1[C:33]([CH2:32][C@H:12]2[O:13][C@H:14]([C:22]3[CH:27]=[CH:26][CH:25]=[C:24]([O:28][CH3:29])[C:23]=3[O:30][CH3:31])[C:15]3[CH:20]=[C:19]([Cl:21])[CH:18]=[CH:17][C:16]=3[N:10]([CH2:9][C:8]([CH3:53])([CH3:52])[CH2:7][OH:6])[C:11]2=[O:51])=[C:34]([C:46]([OH:48])=[O:47])[CH:35]=[N:36]1)([OH:43])=[O:42].